Dataset: Peptide-MHC class II binding affinity with 134,281 pairs from IEDB. Task: Regression. Given a peptide amino acid sequence and an MHC pseudo amino acid sequence, predict their binding affinity value. This is MHC class II binding data. (1) The peptide sequence is EEDIEIIPIQEEEK. The MHC is HLA-DQA10501-DQB10201 with pseudo-sequence HLA-DQA10501-DQB10201. The binding affinity (normalized) is 0.517. (2) The peptide sequence is SLSELTDALRTLGST. The MHC is DRB4_0101 with pseudo-sequence DRB4_0103. The binding affinity (normalized) is 0.265. (3) The peptide sequence is TKEDLFGKKNLIPSS. The MHC is HLA-DQA10501-DQB10402 with pseudo-sequence HLA-DQA10501-DQB10402. The binding affinity (normalized) is 0.211. (4) The peptide sequence is KPLLIIAEDVEGE. The MHC is DRB1_0701 with pseudo-sequence DRB1_0701. The binding affinity (normalized) is 0.138. (5) The peptide sequence is KFIPALEAAVKQAYAATVAT. The MHC is HLA-DQA10101-DQB10501 with pseudo-sequence HLA-DQA10101-DQB10501. The binding affinity (normalized) is 0.417.